From a dataset of Forward reaction prediction with 1.9M reactions from USPTO patents (1976-2016). Predict the product of the given reaction. (1) Given the reactants [CH2:1]([C:3]1[CH:8]=[CH:7][CH:6]=[C:5]([CH3:9])[C:4]=1[CH:10]([C:12]1[N:13]=[CH:14][N:15](C(C2C=CC=CC=2)(C2C=CC=CC=2)C2C=CC=CC=2)[CH:16]=1)O)[CH3:2].C([SiH](CC)CC)C.FC(F)(F)C(O)=O, predict the reaction product. The product is: [CH2:1]([C:3]1[CH:8]=[CH:7][CH:6]=[C:5]([CH3:9])[C:4]=1[CH2:10][C:12]1[N:13]=[CH:14][NH:15][CH:16]=1)[CH3:2]. (2) Given the reactants [Cl:1][C:2]1[CH:3]=[C:4]([CH2:11][CH2:12][C:13]([C:15]2[S:22][C:21]([CH3:23])=[C:20]3[C:16]=2[CH2:17][C@H:18]2[C:24]([CH3:26])([CH3:25])[C@H:19]23)=[O:14])[CH:5]=[C:6]([O:9][CH3:10])[C:7]=1[OH:8].[CH2:27]([CH:29]1[O:31][CH2:30]1)Cl, predict the reaction product. The product is: [Cl:1][C:2]1[CH:3]=[C:4]([CH2:11][CH2:12][C:13]([C:15]2[S:22][C:21]([CH3:23])=[C:20]3[C:16]=2[CH2:17][C@H:18]2[C:24]([CH3:26])([CH3:25])[C@H:19]23)=[O:14])[CH:5]=[C:6]([O:9][CH3:10])[C:7]=1[O:8][CH2:27][CH:29]1[CH2:30][O:31]1. (3) Given the reactants [CH3:1][O:2][C:3]1[C:12]([NH:13][C:14](=[O:18])OCC)=[N:11][C:10]2[C:5](=[CH:6][CH:7]=[C:8]([O:19][CH3:20])[CH:9]=2)[N:4]=1.[C:21]1([N:27]2[CH2:32][CH2:31][NH:30][CH2:29][CH2:28]2)[CH:26]=[CH:25][CH:24]=[CH:23][CH:22]=1.C1CCN2C(=NCCC2)CC1, predict the reaction product. The product is: [CH3:1][O:2][C:3]1[C:12]([NH:13][C:14]([N:30]2[CH2:31][CH2:32][N:27]([C:21]3[CH:26]=[CH:25][CH:24]=[CH:23][CH:22]=3)[CH2:28][CH2:29]2)=[O:18])=[N:11][C:10]2[C:5](=[CH:6][CH:7]=[C:8]([O:19][CH3:20])[CH:9]=2)[N:4]=1. (4) Given the reactants C([O:3][C:4](=[O:18])[CH:5]([CH3:17])[C:6]([NH:8][CH2:9][C:10]([F:16])([F:15])[C:11]([F:14])([F:13])[F:12])=[O:7])C.[OH-].[Li+], predict the reaction product. The product is: [CH3:17][CH:5]([C:6]([NH:8][CH2:9][C:10]([F:15])([F:16])[C:11]([F:12])([F:14])[F:13])=[O:7])[C:4]([OH:18])=[O:3]. (5) Given the reactants [F:1][C:2]1[CH:3]=[C:4]([CH:9]=[CH:10][C:11]([O:13][CH2:14][CH3:15])=[O:12])[CH:5]=[C:6]([F:8])[CH:7]=1.[CH3:16][O:17][CH2:18][CH2:19][CH2:20][C:21]1[CH:26]=[CH:25][CH:24]=[CH:23][C:22]=1[C:27]1[CH:32]=[CH:31][C:30]([CH2:33][C:34]#[N:35])=[C:29]([CH3:36])[CH:28]=1.CC[O-].[Na+].C(O)C, predict the reaction product. The product is: [C:34]([CH:33]([C:30]1[CH:31]=[CH:32][C:27]([C:22]2[CH:23]=[CH:24][CH:25]=[CH:26][C:21]=2[CH2:20][CH2:19][CH2:18][O:17][CH3:16])=[CH:28][C:29]=1[CH3:36])[CH:9]([C:4]1[CH:3]=[C:2]([F:1])[CH:7]=[C:6]([F:8])[CH:5]=1)[CH2:10][C:11]([O:13][CH2:14][CH3:15])=[O:12])#[N:35]. (6) Given the reactants [CH3:1][C:2]1([CH3:11])[C:6]2([CH3:10])[C:7]([CH2:9][CH:3]1[CH2:4][CH2:5]2)=[O:8].C([N-]C(C)C)(C)C.[Li+].[C:20](=[O:22])=[O:21].C(OCC)C, predict the reaction product. The product is: [CH3:10][C@@:6]12[C:2]([CH3:11])([CH3:1])[C@@H:3]([CH2:4][CH2:5]1)[CH:9]([C:20]([OH:22])=[O:21])[C:7]2=[O:8].